Predict the reactants needed to synthesize the given product. From a dataset of Retrosynthesis with 50K atom-mapped reactions and 10 reaction types from USPTO. (1) The reactants are: CC(CCC(O)(c1ccccc1)c1ccccc1)(c1ccc(O)cc1)c1ccc(O)cc1. Given the product CC(CCC(c1ccccc1)c1ccccc1)(c1ccc(O)cc1)c1ccc(O)cc1, predict the reactants needed to synthesize it. (2) Given the product CC(=O)c1ccccc1-c1nc(C(=O)N2CCCC3CCCCC32)cs1, predict the reactants needed to synthesize it. The reactants are: CC(=O)c1ccccc1B(O)O.O=C(c1csc(Br)n1)N1CCCC2CCCCC21. (3) Given the product O=C(O)C(F)(F)F, predict the reactants needed to synthesize it. The reactants are: CC(C)(C)OC(=O)N(Cc1ccccc1)NC(=O)C(=O)C(Cc1ccccc1)NC(=O)[C@H]1CCC(=O)N1Cc1ccccc1. (4) Given the product COc1ccc(C2=NN(C3CCN(C(=O)[C@H](Cc4cscn4)NC(=O)c4c[nH]c5c(-c6c(OCC7CC7)ccc7c6OCO7)ncnc45)CC3)C(=O)[C@@H]3CCCC[C@H]23)cc1OC, predict the reactants needed to synthesize it. The reactants are: COc1ccc(C2=NN(C3CCN(C(=O)[C@@H](N)Cc4cscn4)CC3)C(=O)[C@@H]3CCCC[C@H]23)cc1OC.O=C(O)c1c[nH]c2c(-c3c(OCC4CC4)ccc4c3OCO4)ncnc12. (5) Given the product O=c1[nH]c2ncccc2c2cc(Nc3cccc(C(F)(F)F)c3)ccc12, predict the reactants needed to synthesize it. The reactants are: Nc1cccc(C(F)(F)F)c1.O=c1[nH]c2ncccc2c2cc(Cl)ccc12. (6) The reactants are: CC(C)(C)OC(=O)NN.COC(=O)c1ccc(C=O)cc1. Given the product COC(=O)c1ccc(/C=N/NC(=O)OC(C)(C)C)cc1, predict the reactants needed to synthesize it. (7) Given the product O=C(O)Cc1ccc(S(=O)(=O)N2CCCC2)cc1, predict the reactants needed to synthesize it. The reactants are: C1CCNC1.O=C(O)Cc1ccc(S(=O)(=O)Cl)cc1.